Dataset: Reaction yield outcomes from USPTO patents with 853,638 reactions. Task: Predict the reaction yield, written as a fraction of the theoretical maximum amount of product (1.0 means a 100% yield; for example, 0.34 means a 34% yield). (1) The yield is 0.840. The product is [Br:12][C:5]1[CH:4]=[C:3]([CH3:13])[C:2]([NH:1][C:25](=[O:26])[CH2:24][Cl:23])=[CH:11][C:6]=1[C:7]([NH:9][CH3:10])=[O:8]. The catalyst is CC(C)=O. The reactants are [NH2:1][C:2]1[C:3]([CH3:13])=[CH:4][C:5]([Br:12])=[C:6]([CH:11]=1)[C:7]([NH:9][CH3:10])=[O:8].CCN(C(C)C)C(C)C.[Cl:23][CH2:24][C:25](Cl)=[O:26].O. (2) The reactants are [NH2:1][C:2]1[N:3]=[C:4]([NH:17][CH:18]2[CH2:23][CH2:22][N:21]([S:24]([C:27]3[CH:34]=[CH:33][C:30]([C:31]#[N:32])=[CH:29][CH:28]=3)(=[O:26])=[O:25])[CH2:20][CH2:19]2)[S:5][C:6]=1[C:7](=[O:16])[C:8]1[C:13]([F:14])=[CH:12][CH:11]=[CH:10][C:9]=1[F:15].N[CH2:36][CH2:37][OH:38]. The catalyst is ClC1C=CC=CC=1.C(OCC)(=O)C.[Cl-].[Cl-].[Zn+2]. The product is [NH2:1][C:2]1[N:3]=[C:4]([NH:17][CH:18]2[CH2:19][CH2:20][N:21]([S:24]([C:27]3[CH:28]=[CH:29][C:30]([C:31]4[O:38][CH2:37][CH2:36][N:32]=4)=[CH:33][CH:34]=3)(=[O:25])=[O:26])[CH2:22][CH2:23]2)[S:5][C:6]=1[C:7]([C:8]1[C:9]([F:15])=[CH:10][CH:11]=[CH:12][C:13]=1[F:14])=[O:16]. The yield is 0.510. (3) The reactants are [O:1]1[CH2:6][CH2:5][N:4]([C:7]2[CH:12]=[CH:11][C:10]([NH:13][C:14]3[NH:15][C:16](=[O:25])[C:17]([C:20]([O:22]CC)=[O:21])=[CH:18][N:19]=3)=[CH:9][CH:8]=2)[CH2:3][CH2:2]1.[OH-].[Na+:27]. No catalyst specified. The product is [O:1]1[CH2:6][CH2:5][N:4]([C:7]2[CH:12]=[CH:11][C:10]([NH:13][C:14]3[N:15]=[C:16]([O-:25])[C:17]([C:20]([O-:22])=[O:21])=[CH:18][N:19]=3)=[CH:9][CH:8]=2)[CH2:3][CH2:2]1.[Na+:27].[Na+:27]. The yield is 1.32. (4) The reactants are [C:1]([C:3]1O[C:5]([C:8](O)=O)=[CH:6][CH:7]=1)#[N:2].[C:11](Cl)(=[O:15])[C:12](Cl)=O.[CH3:17][CH2:18]N(C(C)C)C(C)C.C(=O)(O)[O-].[Na+]. The catalyst is CN(C=O)C.ClCCl. The product is [O:15]1[CH:11]=[CH:12][C:18]([C:3]2[CH:7]=[CH:6][CH:5]=[CH:8][C:1]=2[NH2:2])=[CH:17]1. The yield is 0.120. (5) The reactants are [NH2:1][C:2]1[C:3]([CH3:13])=[C:4]([CH:9]=[C:10]([Br:12])[CH:11]=1)[C:5]([O:7][CH3:8])=[O:6].[C:14]([O-:17])(=O)[CH3:15].[K+].C(OC(=O)C)(=O)C.[N:26](OC(C)(C)C)=O.C1OCCOCCOCCOCCOCCOC1. The catalyst is C(Cl)(Cl)Cl. The product is [C:14]([N:1]1[C:2]2[CH:11]=[C:10]([Br:12])[CH:9]=[C:4]([C:5]([O:7][CH3:8])=[O:6])[C:3]=2[CH:13]=[N:26]1)(=[O:17])[CH3:15]. The yield is 0.983. (6) The reactants are Cl.[F:2][C:3]1[CH:8]=[CH:7][C:6]([C:9]2[O:13][N:12]=[C:11]([C@H:14]3[CH2:19][CH2:18][CH2:17][NH:16][CH2:15]3)[N:10]=2)=[CH:5][CH:4]=1.C(N(CC)CC)C.[F:27][C:28]1[CH:36]=[CH:35][C:31]([C:32](Cl)=[O:33])=[CH:30][CH:29]=1.O. The catalyst is ClCCl. The product is [F:27][C:28]1[CH:36]=[CH:35][C:31]([C:32]([N:16]2[CH2:17][CH2:18][CH2:19][C@H:14]([C:11]3[N:10]=[C:9]([C:6]4[CH:7]=[CH:8][C:3]([F:2])=[CH:4][CH:5]=4)[O:13][N:12]=3)[CH2:15]2)=[O:33])=[CH:30][CH:29]=1. The yield is 0.470.